Dataset: NCI-60 drug combinations with 297,098 pairs across 59 cell lines. Task: Regression. Given two drug SMILES strings and cell line genomic features, predict the synergy score measuring deviation from expected non-interaction effect. (1) Drug 1: C1=NC2=C(N1)C(=S)N=CN2. Drug 2: CCCCCOC(=O)NC1=NC(=O)N(C=C1F)C2C(C(C(O2)C)O)O. Cell line: HT29. Synergy scores: CSS=-1.93, Synergy_ZIP=3.67, Synergy_Bliss=5.57, Synergy_Loewe=-3.92, Synergy_HSA=-1.95. (2) Drug 1: C1=NC2=C(N=C(N=C2N1C3C(C(C(O3)CO)O)O)F)N. Drug 2: CN(CCCl)CCCl.Cl. Cell line: SN12C. Synergy scores: CSS=42.0, Synergy_ZIP=-0.0986, Synergy_Bliss=4.25, Synergy_Loewe=1.33, Synergy_HSA=4.74. (3) Drug 1: CN1CCC(CC1)COC2=C(C=C3C(=C2)N=CN=C3NC4=C(C=C(C=C4)Br)F)OC. Drug 2: CC12CCC3C(C1CCC2O)C(CC4=C3C=CC(=C4)O)CCCCCCCCCS(=O)CCCC(C(F)(F)F)(F)F. Cell line: DU-145. Synergy scores: CSS=18.5, Synergy_ZIP=-4.32, Synergy_Bliss=5.53, Synergy_Loewe=0.956, Synergy_HSA=4.98. (4) Drug 1: CC1=C(C(CCC1)(C)C)C=CC(=CC=CC(=CC(=O)O)C)C. Drug 2: C1=NNC2=C1C(=O)NC=N2. Cell line: SK-MEL-28. Synergy scores: CSS=-1.60, Synergy_ZIP=-0.779, Synergy_Bliss=-3.61, Synergy_Loewe=-3.61, Synergy_HSA=-3.61.